Dataset: Peptide-MHC class I binding affinity with 185,985 pairs from IEDB/IMGT. Task: Regression. Given a peptide amino acid sequence and an MHC pseudo amino acid sequence, predict their binding affinity value. This is MHC class I binding data. (1) The peptide sequence is HSTYFPCFTA. The MHC is Mamu-B8301 with pseudo-sequence Mamu-B8301. The binding affinity (normalized) is 0.609. (2) The peptide sequence is RALGPAATL. The MHC is HLA-A02:01 with pseudo-sequence HLA-A02:01. The binding affinity (normalized) is 0.0880. (3) The peptide sequence is KLRMVTGLR. The MHC is HLA-A03:01 with pseudo-sequence HLA-A03:01. The binding affinity (normalized) is 0.454. (4) The binding affinity (normalized) is 0.140. The peptide sequence is CAAMDDFQL. The MHC is HLA-A02:01 with pseudo-sequence HLA-A02:01. (5) The peptide sequence is ETWVETWAF. The MHC is HLA-A03:01 with pseudo-sequence HLA-A03:01. The binding affinity (normalized) is 0.0847. (6) The peptide sequence is WMQELRAGA. The MHC is HLA-A26:01 with pseudo-sequence HLA-A26:01. The binding affinity (normalized) is 0.0847. (7) The binding affinity (normalized) is 0.262. The MHC is HLA-A02:01 with pseudo-sequence HLA-A02:01. The peptide sequence is KLSLTKLFS. (8) The peptide sequence is ELFYILIAK. The MHC is HLA-B58:01 with pseudo-sequence HLA-B58:01. The binding affinity (normalized) is 0.414. (9) The binding affinity (normalized) is 0.951. The peptide sequence is ILLMRTTWAL. The MHC is HLA-A02:01 with pseudo-sequence HLA-A02:01.